From a dataset of Forward reaction prediction with 1.9M reactions from USPTO patents (1976-2016). Predict the product of the given reaction. (1) Given the reactants [CH:1]12[CH2:8][CH2:7][CH:4]([CH2:5][CH2:6]1)[CH2:3][CH:2]2[C:9]([NH:11][C:12]1[S:13][C:14]([CH2:20][CH2:21][CH2:22][Cl:23])=[C:15]([CH3:19])[C:16]=1[C:17]#[N:18])=[O:10].[CH3:24][NH:25][C:26]1[CH:31]=[CH:30][C:29]([CH3:32])=[CH:28][CH:27]=1.Cl, predict the reaction product. The product is: [ClH:23].[CH:1]12[CH2:8][CH2:7][CH:4]([CH2:5][CH2:6]1)[CH2:3][CH:2]2[C:9]([NH:11][C:12]1[S:13][C:14]([CH2:20][CH2:21][CH2:22][N:25]([CH3:24])[C:26]2[CH:31]=[CH:30][C:29]([CH3:32])=[CH:28][CH:27]=2)=[C:15]([CH3:19])[C:16]=1[C:17]#[N:18])=[O:10]. (2) The product is: [Br:23][C:4]1[CH:5]=[C:6]([CH:9]=[CH:10][C:3]=1[CH2:1][CH3:2])[C:7]#[N:8]. Given the reactants [CH2:1]([C:3]1[CH:10]=[CH:9][C:6]([C:7]#[N:8])=[CH:5][CH:4]=1)[CH3:2].OS(O)(=O)=O.C1C(=O)N([Br:23])C(=O)C1.[Al], predict the reaction product. (3) Given the reactants [CH2:1]([C:4]1[CH:9]=[C:8]([O:10][CH2:11][CH2:12][C:13]2[N:14]=[C:15]([C:19]3[CH:24]=[CH:23][C:22]([C:25]4[CH:30]=[CH:29][CH:28]=[CH:27][CH:26]=4)=[CH:21][CH:20]=3)[O:16][C:17]=2[CH3:18])[CH:7]=[CH:6][C:5]=1[OH:31])[CH2:2][CH3:3].Br[C:33]([CH3:40])([CH3:39])[C:34]([O:36][CH2:37][CH3:38])=[O:35].C(=O)([O-])[O-].[Cs+].[Cs+], predict the reaction product. The product is: [CH2:37]([O:36][C:34](=[O:35])[C:33]([O:31][C:5]1[CH:6]=[CH:7][C:8]([O:10][CH2:11][CH2:12][C:13]2[N:14]=[C:15]([C:19]3[CH:20]=[CH:21][C:22]([C:25]4[CH:26]=[CH:27][CH:28]=[CH:29][CH:30]=4)=[CH:23][CH:24]=3)[O:16][C:17]=2[CH3:18])=[CH:9][C:4]=1[CH2:1][CH2:2][CH3:3])([CH3:40])[CH3:39])[CH3:38]. (4) Given the reactants C(Cl)(=O)C(Cl)=O.CS(C)=O.[OH:11][C@H:12]1[CH2:33][CH2:32][C@@:31]2([CH3:34])[C@@H:14]([CH2:15][CH2:16][C@:17]3([CH3:48])[C@@H:30]2[CH2:29][CH:28]=[C:27]2[C@@:18]3([CH3:47])[CH2:19][CH2:20][C@:21]3([C:37]([O:39][CH2:40][C:41]4[CH:46]=[CH:45][CH:44]=[CH:43][CH:42]=4)=[O:38])[C@H:26]2[C@@H:25]([CH3:35])[C@H:24]([CH3:36])[CH2:23][CH2:22]3)[C:13]1([CH3:50])[CH3:49].C(N(CC)CC)C, predict the reaction product. The product is: [CH3:35][C@@H:25]1[C@@H:26]2[C@@:21]([C:37]([O:39][CH2:40][C:41]3[CH:42]=[CH:43][CH:44]=[CH:45][CH:46]=3)=[O:38])([CH2:20][CH2:19][C@:18]3([CH3:47])[C:27]2=[CH:28][CH2:29][C@H:30]2[C@@:17]3([CH3:48])[CH2:16][CH2:15][C@@H:14]3[C@:31]2([CH3:34])[CH2:32][CH2:33][C:12](=[O:11])[C:13]3([CH3:49])[CH3:50])[CH2:22][CH2:23][C@H:24]1[CH3:36]. (5) Given the reactants [OH:1][CH2:2][CH2:3][C:4]1([CH2:17][CH2:18][OH:19])[CH2:9][CH2:8][N:7]([C:10]([O:12][C:13]([CH3:16])([CH3:15])[CH3:14])=[O:11])[CH2:6][CH2:5]1.[S:20](Cl)([CH3:23])(=[O:22])=[O:21], predict the reaction product. The product is: [CH3:23][S:20]([O:1][CH2:2][CH2:3][C:4]1([CH2:17][CH2:18][O:19][S:20]([CH3:23])(=[O:22])=[O:21])[CH2:9][CH2:8][N:7]([C:10]([O:12][C:13]([CH3:15])([CH3:14])[CH3:16])=[O:11])[CH2:6][CH2:5]1)(=[O:22])=[O:21]. (6) Given the reactants [CH3:1][O:2][CH2:3][CH2:4][NH:5][C:6]1[CH:7]=[C:8]([C:16]([OH:18])=O)[C:9]2[C:14]([CH:15]=1)=[CH:13][CH:12]=[CH:11][CH:10]=2.CC[N:21]([CH:25]([CH3:27])[CH3:26])C(C)C.C1(N)CC1.F[P-](F)(F)(F)(F)F.N1(OC(N(C)C)=[N+](C)C)C2N=CC=CC=2N=N1, predict the reaction product. The product is: [CH:25]1([NH:21][C:16]([C:8]2[C:9]3[C:14](=[CH:13][CH:12]=[CH:11][CH:10]=3)[CH:15]=[C:6]([NH:5][CH2:4][CH2:3][O:2][CH3:1])[CH:7]=2)=[O:18])[CH2:27][CH2:26]1.